The task is: Predict the reactants needed to synthesize the given product.. This data is from Retrosynthesis with 50K atom-mapped reactions and 10 reaction types from USPTO. Given the product COc1ccc(-n2cnnn2)cc1C=O, predict the reactants needed to synthesize it. The reactants are: CI.O=Cc1cc(-n2cnnn2)ccc1O.